This data is from Catalyst prediction with 721,799 reactions and 888 catalyst types from USPTO. The task is: Predict which catalyst facilitates the given reaction. Reactant: [N:1]([CH2:4][C@@H:5]([NH:10][C:11](=[O:17])[O:12][C:13]([CH3:16])([CH3:15])[CH3:14])[CH2:6][O:7][CH2:8][CH3:9])=[N+]=[N-]. Product: [NH2:1][CH2:4][C@@H:5]([NH:10][C:11](=[O:17])[O:12][C:13]([CH3:16])([CH3:15])[CH3:14])[CH2:6][O:7][CH2:8][CH3:9]. The catalyst class is: 19.